Dataset: NCI-60 drug combinations with 297,098 pairs across 59 cell lines. Task: Regression. Given two drug SMILES strings and cell line genomic features, predict the synergy score measuring deviation from expected non-interaction effect. (1) Drug 1: CC12CCC(CC1=CCC3C2CCC4(C3CC=C4C5=CN=CC=C5)C)O. Drug 2: CC12CCC3C(C1CCC2O)C(CC4=C3C=CC(=C4)O)CCCCCCCCCS(=O)CCCC(C(F)(F)F)(F)F. Cell line: HOP-62. Synergy scores: CSS=5.22, Synergy_ZIP=0.981, Synergy_Bliss=2.78, Synergy_Loewe=2.82, Synergy_HSA=0.441. (2) Drug 1: C1=CC(=CC=C1CC(C(=O)O)N)N(CCCl)CCCl.Cl. Drug 2: CN(CCCl)CCCl.Cl. Cell line: A549. Synergy scores: CSS=39.2, Synergy_ZIP=-11.0, Synergy_Bliss=-2.25, Synergy_Loewe=-5.74, Synergy_HSA=-1.85.